Dataset: Full USPTO retrosynthesis dataset with 1.9M reactions from patents (1976-2016). Task: Predict the reactants needed to synthesize the given product. (1) The reactants are: [F:1][C:2]1[CH:9]=[CH:8][C:5]([CH2:6][NH2:7])=[CH:4][CH:3]=1.C([O:14][C:15]([C:17]1[CH:22]=[CH:21][CH:20]=[CH:19][C:18]=1[C:23]1[CH:28]=[CH:27][C:26]([CH2:29][N:30]2[C:38]3[C:33](=[CH:34][C:35]([C:39](O)=[O:40])=[CH:36][CH:37]=3)[C:32]([CH3:42])=[C:31]2[CH3:43])=[CH:25][CH:24]=1)=[O:16])(C)(C)C. Given the product [F:1][C:2]1[CH:9]=[CH:8][C:5]([CH2:6][NH:7][C:39]([C:35]2[CH:34]=[C:33]3[C:38](=[CH:37][CH:36]=2)[N:30]([CH2:29][C:26]2[CH:25]=[CH:24][C:23]([C:18]4[C:17]([C:15]([OH:16])=[O:14])=[CH:22][CH:21]=[CH:20][CH:19]=4)=[CH:28][CH:27]=2)[C:31]([CH3:43])=[C:32]3[CH3:42])=[O:40])=[CH:4][CH:3]=1, predict the reactants needed to synthesize it. (2) Given the product [F:28][C:25]1[CH:26]=[CH:27][C:22]([C:21]([NH:20][C:17]2[CH:18]=[CH:19][C:14]([CH2:13][NH:12][C:10]3[C:9]4[C:4](=[CH:5][C:6]([CH3:30])=[CH:7][CH:8]=4)[N:3]=[C:2]([NH:32][CH3:31])[N:11]=3)=[CH:15][CH:16]=2)=[O:29])=[CH:23][CH:24]=1, predict the reactants needed to synthesize it. The reactants are: Cl[C:2]1[N:11]=[C:10]([NH:12][CH2:13][C:14]2[CH:19]=[CH:18][C:17]([NH:20][C:21](=[O:29])[C:22]3[CH:27]=[CH:26][C:25]([F:28])=[CH:24][CH:23]=3)=[CH:16][CH:15]=2)[C:9]2[C:4](=[CH:5][C:6]([CH3:30])=[CH:7][CH:8]=2)[N:3]=1.[CH3:31][NH2:32]. (3) Given the product [CH3:24][C:25]1[CH:30]=[C:29]([C:2]2[CH:7]=[CH:6][C:5]([S:8][CH2:9][CH2:10][C:11]([NH2:13])=[O:12])=[C:4]([C:14]([F:17])([F:16])[F:15])[CH:3]=2)[CH:28]=[CH:27][N:26]=1, predict the reactants needed to synthesize it. The reactants are: Br[C:2]1[CH:7]=[CH:6][C:5]([S:8][CH2:9][CH2:10][C:11]([NH2:13])=[O:12])=[C:4]([C:14]([F:17])([F:16])[F:15])[CH:3]=1.C(=O)([O-])[O-].[K+].[K+].[CH3:24][C:25]1[CH:30]=[C:29](B2OC(C)(C)C(C)(C)O2)[CH:28]=[CH:27][N:26]=1.O.